This data is from NCI-60 drug combinations with 297,098 pairs across 59 cell lines. The task is: Regression. Given two drug SMILES strings and cell line genomic features, predict the synergy score measuring deviation from expected non-interaction effect. (1) Drug 1: C1=NC2=C(N=C(N=C2N1C3C(C(C(O3)CO)O)F)Cl)N. Drug 2: COC1=C2C(=CC3=C1OC=C3)C=CC(=O)O2. Cell line: LOX IMVI. Synergy scores: CSS=0.333, Synergy_ZIP=3.59, Synergy_Bliss=5.98, Synergy_Loewe=-4.12, Synergy_HSA=-1.53. (2) Drug 1: C1=NC2=C(N=C(N=C2N1C3C(C(C(O3)CO)O)F)Cl)N. Drug 2: C1C(C(OC1N2C=NC3=C2NC=NCC3O)CO)O. Cell line: HCC-2998. Synergy scores: CSS=42.8, Synergy_ZIP=-6.47, Synergy_Bliss=-9.91, Synergy_Loewe=-45.2, Synergy_HSA=-7.46. (3) Drug 1: CC1=C(C(=CC=C1)Cl)NC(=O)C2=CN=C(S2)NC3=CC(=NC(=N3)C)N4CCN(CC4)CCO. Drug 2: C1C(C(OC1N2C=NC(=NC2=O)N)CO)O. Cell line: ACHN. Synergy scores: CSS=24.7, Synergy_ZIP=-8.87, Synergy_Bliss=-2.76, Synergy_Loewe=0.325, Synergy_HSA=1.51. (4) Drug 1: CC1=CC=C(C=C1)C2=CC(=NN2C3=CC=C(C=C3)S(=O)(=O)N)C(F)(F)F. Drug 2: C1=NC2=C(N1)C(=S)N=CN2. Cell line: MDA-MB-231. Synergy scores: CSS=55.5, Synergy_ZIP=-1.19, Synergy_Bliss=-2.56, Synergy_Loewe=-34.1, Synergy_HSA=-3.56. (5) Drug 1: C1CN1P(=S)(N2CC2)N3CC3. Drug 2: CCN(CC)CCNC(=O)C1=C(NC(=C1C)C=C2C3=C(C=CC(=C3)F)NC2=O)C. Cell line: HT29. Synergy scores: CSS=-0.511, Synergy_ZIP=2.33, Synergy_Bliss=8.88, Synergy_Loewe=-0.395, Synergy_HSA=0.687.